The task is: Predict the reactants needed to synthesize the given product.. This data is from Full USPTO retrosynthesis dataset with 1.9M reactions from patents (1976-2016). (1) Given the product [F:42][C:2]([F:1])([F:41])[C@H:3]([N:28]1[CH2:32][CH2:31][C@H:30]([NH:33][C:34](=[O:40])[O:35][C:36]([CH3:37])([CH3:39])[CH3:38])[CH2:29]1)[C:4]1[CH:9]=[CH:8][C:7]2[N:6]([C:12]([C:13]3[CH:22]=[CH:21][C:20]4[C:15](=[CH:16][C:17]([O:24][CH:25]([CH3:27])[CH3:26])=[C:18]([F:23])[CH:19]=4)[N:14]=3)=[N:11][N:10]=2)[CH:5]=1, predict the reactants needed to synthesize it. The reactants are: [F:1][C:2]([F:42])([F:41])[C@H:3]([N:28]1[CH2:32][CH2:31][C@H:30]([NH:33][C:34](=[O:40])[O:35][C:36]([CH3:39])([CH3:38])[CH3:37])[CH2:29]1)[C:4]1[CH:5]=[N:6][C:7]([NH:10]/[N:11]=[CH:12]/[C:13]2[CH:22]=[CH:21][C:20]3[C:15](=[CH:16][C:17]([O:24][CH:25]([CH3:27])[CH3:26])=[C:18]([F:23])[CH:19]=3)[N:14]=2)=[CH:8][CH:9]=1.C(O)(=O)C.I(C1C=CC=CC=1)=O. (2) Given the product [Cl:1][C:2]1[C:3]2[C:17]([C:19]#[C:20][CH2:25][CH2:24][OH:27])=[CH:16][N:15]([CH2:19][C:20]3[C:25]([CH3:26])=[C:24]([O:27][CH3:28])[C:23]([CH3:29])=[CH:22][N+:21]=3[O-:30])[C:4]=2[N:5]=[C:6]([NH:8][C:9](=[O:14])[C:10]([CH3:13])([CH3:12])[CH3:11])[N:7]=1, predict the reactants needed to synthesize it. The reactants are: [Cl:1][C:2]1[C:3]2[C:17](I)=[CH:16][N:15]([CH2:19][C:20]3[C:25]([CH3:26])=[C:24]([O:27][CH3:28])[C:23]([CH3:29])=[CH:22][N+:21]=3[O-:30])[C:4]=2[N:5]=[C:6]([NH:8][C:9](=[O:14])[C:10]([CH3:13])([CH3:12])[CH3:11])[N:7]=1. (3) Given the product [CH3:13][O:12][C:10]([CH:8]1[CH2:7][C:6]2[CH:14]=[C:2]([NH:1][C:16]3[N:21]=[C:20]([NH:22][C:23]4[C:24]([O:31][CH3:32])=[N:25][C:26]([O:29][CH3:30])=[CH:27][CH:28]=4)[C:19]([F:33])=[CH:18][N:17]=3)[CH:3]=[CH:4][C:5]=2[O:9]1)=[O:11], predict the reactants needed to synthesize it. The reactants are: [NH2:1][C:2]1[CH:3]=[CH:4][C:5]2[O:9][CH:8]([C:10]([O:12][CH3:13])=[O:11])[CH2:7][C:6]=2[CH:14]=1.Cl[C:16]1[N:21]=[C:20]([NH:22][C:23]2[C:24]([O:31][CH3:32])=[N:25][C:26]([O:29][CH3:30])=[CH:27][CH:28]=2)[C:19]([F:33])=[CH:18][N:17]=1. (4) Given the product [CH3:59][N:61]([CH2:21][CH2:22][CH2:23][S:24][C:25]1[CH:30]=[CH:29][CH:28]=[CH:27][C:26]=1[NH:17][C:9](/[CH:8]=[CH:7]/[C:6]1[CH:5]=[CH:4][CH:3]=[CH:2][CH:1]=1)=[O:11])[CH3:62], predict the reactants needed to synthesize it. The reactants are: [CH:1]1[C:6]([CH2:7][CH:8](N)[C:9]([OH:11])=O)=[CH:5][CH:4]=[C:3](Cl)[CH:2]=1.CC(N(C)C)C[N:17]1[C:26]2[CH:27]=[C:28](S(N(C)C)(=O)=O)[CH:29]=[CH:30][C:25]=2[S:24][C:23]2[CH:22]=[CH:21]C=CC1=2.CC1C=CC(S(O)(=O)=O)=CC=1.CC1C=C(C[C:59]([NH:61][CH2:62]C(OC2C=C(OC)C=CC=2)C)=N)C=CC=1.